This data is from Reaction yield outcomes from USPTO patents with 853,638 reactions. The task is: Predict the reaction yield, written as a fraction of the theoretical maximum amount of product (1.0 means a 100% yield; for example, 0.34 means a 34% yield). (1) The reactants are [F:1][C:2]1[CH:3]=[CH:4][C:5]([C:8]2[C:12](/[CH:13]=[CH:14]/[C:15]3[S:16][C:17]([C:20]([OH:22])=O)=[CH:18][N:19]=3)=[C:11]([CH3:23])[O:10][N:9]=2)=[N:6][CH:7]=1.[F:24][C:25]([F:29])([F:28])[CH2:26][NH2:27]. No catalyst specified. The product is [F:24][C:25]([F:29])([F:28])[CH2:26][NH:27][C:20]([C:17]1[S:16][C:15](/[CH:14]=[CH:13]/[C:12]2[C:8]([C:5]3[CH:4]=[CH:3][C:2]([F:1])=[CH:7][N:6]=3)=[N:9][O:10][C:11]=2[CH3:23])=[N:19][CH:18]=1)=[O:22]. The yield is 0.840. (2) The product is [Cl:18][C:16]1[CH:17]=[C:12]([NH:10][C:2]2[CH:3]=[C:4]3[CH2:5][O:6][CH2:7][CH2:8][N:9]3[N:1]=2)[C:13](=[O:20])[N:14]([CH3:19])[N:15]=1. The yield is 0.810. The reactants are [N:1]1[N:9]2[C:4]([CH2:5][O:6][CH2:7][CH2:8]2)=[CH:3][C:2]=1[NH2:10].Br[C:12]1[C:13](=[O:20])[N:14]([CH3:19])[N:15]=[C:16]([Cl:18])[CH:17]=1.C([O-])([O-])=O.[Cs+].[Cs+]. The catalyst is O1CCOCC1.C1C=CC(/C=C/C(/C=C/C2C=CC=CC=2)=O)=CC=1.C1C=CC(/C=C/C(/C=C/C2C=CC=CC=2)=O)=CC=1.C1C=CC(/C=C/C(/C=C/C2C=CC=CC=2)=O)=CC=1.[Pd].[Pd]. (3) The reactants are CO[C:3]1[C:4]([CH2:8][CH2:9][CH2:10][SH:11])=[CH:5][S:6][CH:7]=1.O.S([O-])(O)(=O)=O.[Na+].C1(C)C=CC=CC=1. The yield is 0.824. The product is [S:11]1[CH2:10][CH2:9][CH2:8][C:4]2=[CH:5][S:6][CH:7]=[C:3]12. The catalyst is O. (4) The reactants are [C:1]([O:5][C:6](=[O:28])[NH:7][C@H:8]([CH2:24][CH:25]([CH3:27])[CH3:26])[C:9]([NH:11][C:12]1[CH:17]=[CH:16][C:15](Br)=[CH:14][C:13]=1[C:19]1[N:20]=[N:21][NH:22][N:23]=1)=[O:10])([CH3:4])([CH3:3])[CH3:2].[N:29]1[CH:34]=[CH:33][C:32](B(O)O)=[CH:31][CH:30]=1.C(=O)([O-])[O-].[Cs+].[Cs+]. The catalyst is O1CCOCC1.O.C1C=CC([P]([Pd]([P](C2C=CC=CC=2)(C2C=CC=CC=2)C2C=CC=CC=2)([P](C2C=CC=CC=2)(C2C=CC=CC=2)C2C=CC=CC=2)[P](C2C=CC=CC=2)(C2C=CC=CC=2)C2C=CC=CC=2)(C2C=CC=CC=2)C2C=CC=CC=2)=CC=1. The product is [C:1]([O:5][C:6](=[O:28])[NH:7][C@H:8]([CH2:24][CH:25]([CH3:27])[CH3:26])[C:9](=[O:10])[NH:11][C:12]1[CH:17]=[CH:16][C:15]([C:32]2[CH:33]=[CH:34][N:29]=[CH:30][CH:31]=2)=[CH:14][C:13]=1[C:19]1[N:20]=[N:21][NH:22][N:23]=1)([CH3:4])([CH3:3])[CH3:2]. The yield is 0.370.